From a dataset of Reaction yield outcomes from USPTO patents with 853,638 reactions. Predict the reaction yield, written as a fraction of the theoretical maximum amount of product (1.0 means a 100% yield; for example, 0.34 means a 34% yield). (1) The reactants are [Br:1][C:2]1[CH:3]=[C:4]([CH:13]=[CH:14][CH:15]=1)[C:5]([C:7]1[CH:12]=[CH:11][CH:10]=[CH:9][CH:8]=1)=[O:6].[BH4-].[Na+]. The catalyst is CO.O. The product is [Br:1][C:2]1[CH:3]=[C:4]([CH:5]([C:7]2[CH:12]=[CH:11][CH:10]=[CH:9][CH:8]=2)[OH:6])[CH:13]=[CH:14][CH:15]=1. The yield is 0.790. (2) The reactants are Br[C:2]1[CH:3]=[C:4]([C:8]([N:10]2[CH2:29][CH2:28][C:13]3[N:14]=[C:15]([NH:18][CH:19]4[CH2:27][C:26]5[C:21](=[CH:22][CH:23]=[CH:24][CH:25]=5)[CH2:20]4)[N:16]=[CH:17][C:12]=3[CH2:11]2)=[O:9])[CH:5]=[N:6][CH:7]=1.C(N(CC)CC)C.[CH3:37][Si:38]([C:41]#[CH:42])([CH3:40])[CH3:39].CN(C)C=O. The catalyst is C(OCC)(=O)C.Cl[Pd](Cl)([P](C1C=CC=CC=1)(C1C=CC=CC=1)C1C=CC=CC=1)[P](C1C=CC=CC=1)(C1C=CC=CC=1)C1C=CC=CC=1.[Cu]I. The product is [CH2:20]1[C:21]2[C:26](=[CH:25][CH:24]=[CH:23][CH:22]=2)[CH2:27][CH:19]1[NH:18][C:15]1[N:16]=[CH:17][C:12]2[CH2:11][N:10]([C:8]([C:4]3[CH:5]=[N:6][CH:7]=[C:2]([C:42]#[C:41][Si:38]([CH3:40])([CH3:39])[CH3:37])[CH:3]=3)=[O:9])[CH2:29][CH2:28][C:13]=2[N:14]=1. The yield is 0.740. (3) The reactants are [F:1][C:2]([F:42])([F:41])[C:3]1[CH:4]=[C:5]([C@H:13]2[O:17][C:16](=[O:18])[N:15]([CH2:19][C:20]3[C:21]([NH:30][CH:31]4[CH2:36][CH2:35][N:34]([CH3:37])[CH:33](CC)[CH2:32]4)=[N:22][CH:23]=[C:24]([C:26]([F:29])([F:28])[F:27])[CH:25]=3)[C@H:14]2[CH3:40])[CH:6]=[C:7]([C:9]([F:12])([F:11])[F:10])[CH:8]=1.[C:43]([O-:46])([O-])=[O:44].[K+].[K+].Br[CH2:50][C:51](OC)=O.[CH3:55]N(C=O)C. No catalyst specified. The product is [F:42][C:2]([F:1])([F:41])[C:3]1[CH:4]=[C:5]([C@H:13]2[O:17][C:16](=[O:18])[N:15]([CH2:19][C:20]3[C:21]([N:30]([CH2:50][CH3:51])[CH:31]4[CH2:36][CH2:35][N:34]([CH2:37][C:43]([O:46][CH3:55])=[O:44])[CH2:33][CH2:32]4)=[N:22][CH:23]=[C:24]([C:26]([F:27])([F:28])[F:29])[CH:25]=3)[C@H:14]2[CH3:40])[CH:6]=[C:7]([C:9]([F:11])([F:12])[F:10])[CH:8]=1. The yield is 0.470. (4) The reactants are [Cl:1][C:2]1[C:3]2[C:10]([I:11])=[CH:9][NH:8][C:4]=2[N:5]=[CH:6][N:7]=1.[H-].[Na+].[C:14]1([S:20](Cl)(=[O:22])=[O:21])[CH:19]=[CH:18][CH:17]=[CH:16][CH:15]=1. The catalyst is C1COCC1. The product is [C:14]1([S:20]([N:8]2[C:4]3[N:5]=[CH:6][N:7]=[C:2]([Cl:1])[C:3]=3[C:10]([I:11])=[CH:9]2)(=[O:22])=[O:21])[CH:19]=[CH:18][CH:17]=[CH:16][CH:15]=1. The yield is 0.590. (5) The reactants are [CH3:1][N:2]1[CH2:6][CH2:5][C@@:4]([NH:10][C:11](=[O:17])[O:12][C:13]([CH3:16])([CH3:15])[CH3:14])([CH2:7][C:8]#[CH:9])[C:3]1=[O:18].I[C:20]1[CH:25]=[C:24]([C:26]2[CH:31]=[CH:30][CH:29]=[C:28]([O:32][C:33]([F:36])([F:35])[F:34])[CH:27]=2)[CH:23]=[CH:22][N:21]=1.N(CC)CC. The catalyst is C1COCC1.[Cu](I)I.[Cu]I. The product is [CH3:1][N:2]1[CH2:6][CH2:5][C@@:4]([NH:10][C:11](=[O:17])[O:12][C:13]([CH3:15])([CH3:14])[CH3:16])([CH2:7][C:8]#[C:9][C:20]2[CH:25]=[C:24]([C:26]3[CH:31]=[CH:30][CH:29]=[C:28]([O:32][C:33]([F:34])([F:35])[F:36])[CH:27]=3)[CH:23]=[CH:22][N:21]=2)[C:3]1=[O:18]. The yield is 0.998. (6) The reactants are Cl[C:2]1[N:7]=[C:6]([N:8]2[CH2:13][CH2:12][O:11][CH2:10][CH2:9]2)[N:5]=[C:4]([N:14]2[C:18]3[CH:19]=[CH:20][CH:21]=[C:22]([O:23][CH3:24])[C:17]=3[N:16]=[C:15]2[CH:25]([F:27])[F:26])[N:3]=1.[N:28]1[CH:33]=[CH:32][CH:31]=[C:30](B(O)O)[CH:29]=1. No catalyst specified. The product is [F:26][CH:25]([F:27])[C:15]1[N:14]([C:4]2[N:5]=[C:6]([N:8]3[CH2:13][CH2:12][O:11][CH2:10][CH2:9]3)[N:7]=[C:2]([C:30]3[CH:29]=[N:28][CH:33]=[CH:32][CH:31]=3)[N:3]=2)[C:18]2[CH:19]=[CH:20][CH:21]=[C:22]([O:23][CH3:24])[C:17]=2[N:16]=1. The yield is 0.610. (7) The reactants are [CH3:1][CH:2]([C:7]([O:9][CH3:10])=[O:8])[C:3]([O:5][CH3:6])=[O:4].[H-].[Na+].I[CH2:14][C@@H:15]1[CH2:19][N:18]([C@H:20]([C:22]2[CH:27]=[CH:26][CH:25]=[CH:24][CH:23]=2)[CH3:21])[C:17](=[O:28])[CH2:16]1.O. The catalyst is CS(C)=O. The product is [CH3:6][O:5][C:3](=[O:4])[C:2]([CH3:1])([CH2:14][C@H:15]1[CH2:16][C:17](=[O:28])[N:18]([C@H:20]([C:22]2[CH:27]=[CH:26][CH:25]=[CH:24][CH:23]=2)[CH3:21])[CH2:19]1)[C:7]([O:9][CH3:10])=[O:8]. The yield is 0.810. (8) The reactants are [CH2:1]=O.N[C:4]1[CH:5]=[C:6]([CH:19]=[C:20]([O:22][CH2:23][CH2:24][C:25]2[S:29][CH:28]=[N:27][C:26]=2[CH3:30])[CH:21]=1)[C:7]([NH:9][C:10]1[CH:15]=[CH:14][C:13]([C:16]([OH:18])=[O:17])=[CH:12][N:11]=1)=[O:8].[C:31]([BH3-])#[N:32].[Na+]. The catalyst is CO. The product is [CH3:1][N:32]([CH3:31])[C:4]1[CH:5]=[C:6]([CH:19]=[C:20]([O:22][CH2:23][CH2:24][C:25]2[S:29][CH:28]=[N:27][C:26]=2[CH3:30])[CH:21]=1)[C:7]([NH:9][C:10]1[CH:15]=[CH:14][C:13]([C:16]([OH:18])=[O:17])=[CH:12][N:11]=1)=[O:8]. The yield is 0.190. (9) The reactants are [ClH:1].[NH2:2][C@H:3]([C:8]([OH:10])=[O:9])[CH2:4][CH2:5][CH2:6][NH2:7].[CH3:11]O. The product is [ClH:1].[CH3:11][O:9][C:8](=[O:10])[C@H:3]([CH2:4][CH2:5][CH2:6][NH2:7])[NH2:2]. The yield is 0.970. No catalyst specified. (10) The reactants are [OH:1][CH:2]([CH2:14][CH2:15][C:16]1[CH:21]=[CH:20][CH:19]=[CH:18][CH:17]=1)[CH:3]=[CH:4][C:5]1[CH:10]=[CH:9][C:8]([OH:11])=[C:7]([O:12][CH3:13])[CH:6]=1.[H][H]. The catalyst is C(O)C.[Pd]. The product is [OH:1][CH:2]([CH2:14][CH2:15][C:16]1[CH:17]=[CH:18][CH:19]=[CH:20][CH:21]=1)[CH2:3][CH2:4][C:5]1[CH:10]=[CH:9][C:8]([OH:11])=[C:7]([O:12][CH3:13])[CH:6]=1. The yield is 0.963.